This data is from Forward reaction prediction with 1.9M reactions from USPTO patents (1976-2016). The task is: Predict the product of the given reaction. (1) Given the reactants Cl[CH2:2][CH2:3][CH2:4][O:5][C:6]1[CH:11]=[CH:10][C:9]([C:12]2[N:13]=[C:14]3[CH:19]=[C:18]([CH3:20])[CH:17]=[CH:16][N:15]3[CH:21]=2)=[C:8]([F:22])[CH:7]=1.[NH:23]1[CH2:28][CH2:27][CH2:26][CH2:25][CH2:24]1, predict the reaction product. The product is: [N:23]1([CH2:2][CH2:3][CH2:4][O:5][C:6]2[CH:11]=[CH:10][C:9]([C:12]3[N:13]=[C:14]4[CH:19]=[C:18]([CH3:20])[CH:17]=[CH:16][N:15]4[CH:21]=3)=[C:8]([F:22])[CH:7]=2)[CH2:28][CH2:27][CH2:26][CH2:25][CH2:24]1. (2) Given the reactants [CH2:1]([O:8][C:9]([N:11]([CH3:24])[C:12]1[CH:17]=[CH:16][CH:15]=[CH:14][C:13]=1[C:18]([F:23])([F:22])[C:19]([OH:21])=O)=[O:10])[C:2]1[CH:7]=[CH:6][CH:5]=[CH:4][CH:3]=1.P(Cl)(Cl)(Cl)=O.Cl.[NH2:31][CH2:32][C:33]1[CH:34]=[C:35]2[C:39](=[CH:40][CH:41]=1)[C:38](=[O:42])[N:37]([CH:43]1[CH2:48][CH2:47][C:46](=[O:49])[NH:45][C:44]1=[O:50])[CH2:36]2.C(=O)(O)[O-].[Na+], predict the reaction product. The product is: [O:50]=[C:44]1[CH:43]([N:37]2[CH2:36][C:35]3[C:39](=[CH:40][CH:41]=[C:33]([CH2:32][NH:31][C:19](=[O:21])[C:18]([C:13]4[CH:14]=[CH:15][CH:16]=[CH:17][C:12]=4[N:11]([CH3:24])[C:9](=[O:10])[O:8][CH2:1][C:2]4[CH:3]=[CH:4][CH:5]=[CH:6][CH:7]=4)([F:23])[F:22])[CH:34]=3)[C:38]2=[O:42])[CH2:48][CH2:47][C:46](=[O:49])[NH:45]1. (3) Given the reactants Br[C:2]1[CH:3]=[C:4]2[C:9](=[CH:10][C:11]=1[F:12])[N:8]=[CH:7][C:6]([C:13]([CH:15]1[CH2:17][CH2:16]1)=[O:14])=[C:5]2[NH:18][C@H:19]1[CH2:24][CH2:23][C@H:22]([N:25]([CH3:27])[CH3:26])[CH2:21][CH2:20]1.[Cl:28][C:29]1[CH:34]=[C:33](B2OC(C)(C)C(C)(C)O2)[CH:32]=[C:31]([F:44])[C:30]=1[OH:45], predict the reaction product. The product is: [Cl:28][C:29]1[CH:34]=[C:33]([C:2]2[CH:3]=[C:4]3[C:9](=[CH:10][C:11]=2[F:12])[N:8]=[CH:7][C:6]([C:13]([CH:15]2[CH2:17][CH2:16]2)=[O:14])=[C:5]3[NH:18][C@H:19]2[CH2:20][CH2:21][C@H:22]([N:25]([CH3:27])[CH3:26])[CH2:23][CH2:24]2)[CH:32]=[C:31]([F:44])[C:30]=1[OH:45].